From a dataset of Forward reaction prediction with 1.9M reactions from USPTO patents (1976-2016). Predict the product of the given reaction. (1) Given the reactants [CH:1]1([CH2:6][CH:7]([C:16]2[CH:17]=[N:18][C:19]([SH:22])=[CH:20][CH:21]=2)[C:8]([NH:10][C:11]2[S:12][CH:13]=[CH:14][N:15]=2)=[O:9])[CH2:5][CH2:4][CH2:3][CH2:2]1.[H-].[Na+].Cl[CH2:26][C:27]([OH:29])=[O:28], predict the reaction product. The product is: [CH:1]1([CH2:6][CH:7]([C:16]2[CH:21]=[CH:20][C:19]([S:22][CH2:26][C:27]([OH:29])=[O:28])=[N:18][CH:17]=2)[C:8](=[O:9])[NH:10][C:11]2[S:12][CH:13]=[CH:14][N:15]=2)[CH2:5][CH2:4][CH2:3][CH2:2]1. (2) Given the reactants [N:1]1([C:6]2([C:11]#[N:12])[CH2:10][CH2:9][CH2:8][CH2:7]2)[CH2:5][CH:4]=[CH:3][CH2:2]1.[C:13]1([Li])[CH:18]=[CH:17][CH:16]=[CH:15][CH:14]=1.C(OCCCC)CCC.[BH4-].[Na+].NC(C1C=CC=CC=1)C1(N(C)C)CCCC1, predict the reaction product. The product is: [N:1]1([C:6]2([CH:11]([NH2:12])[C:13]3[CH:18]=[CH:17][CH:16]=[CH:15][CH:14]=3)[CH2:10][CH2:9][CH2:8][CH2:7]2)[CH2:5][CH:4]=[CH:3][CH2:2]1. (3) Given the reactants [C:1]([O:5][C:6]([C@@:8]1([CH2:22][OH:23])[CH2:12][C:11](=[O:13])[N:10]([C@@H:14]([C:16]2[CH:21]=[CH:20][CH:19]=[CH:18][CH:17]=2)[CH3:15])[CH2:9]1)=[O:7])([CH3:4])([CH3:3])[CH3:2].[C:24]([O:27][CH2:28][CH2:29]Br)(=[O:26])[CH3:25].[H-].[Na+].[Cl-].[NH4+], predict the reaction product. The product is: [C:1]([O:5][C:6]([C@@:8]1([CH2:22][O:23][CH2:25][C:24]([O:27][CH2:28][CH3:29])=[O:26])[CH2:12][C:11](=[O:13])[N:10]([C@@H:14]([C:16]2[CH:21]=[CH:20][CH:19]=[CH:18][CH:17]=2)[CH3:15])[CH2:9]1)=[O:7])([CH3:4])([CH3:2])[CH3:3]. (4) Given the reactants [CH:1](O)([CH3:3])[CH3:2].[CH:5]1[CH:10]=[CH:9][CH:8]=[CH:7][CH:6]=1, predict the reaction product. The product is: [C:5]1([CH:1]([CH3:3])[CH3:2])[CH:10]=[CH:9][CH:8]=[CH:7][CH:6]=1.